The task is: Predict the product of the given reaction.. This data is from Forward reaction prediction with 1.9M reactions from USPTO patents (1976-2016). (1) Given the reactants [C:1]([NH:22][C@H:23]([C:30]([OH:32])=[O:31])[CH2:24][O:25][P:26]([OH:29])([OH:28])=[O:27])(=[O:21])[CH2:2][CH2:3][CH2:4]/[CH:5]=[CH:6]\[CH2:7][CH:8]=[CH:9][CH2:10][CH:11]=[CH:12][CH2:13][CH:14]=[CH:15][CH2:16][CH2:17][CH2:18]CC.[C:33](O)(=O)CCCCCCC/C=C\CC=CCC=CCC.Cl.COC(=O)[C@H]([C@@H](C)O)N, predict the reaction product. The product is: [C:1]([NH:22][C@H:23]([C:30]([OH:32])=[O:31])[C@@H:24]([CH3:33])[O:25][P:26]([OH:29])([OH:28])=[O:27])(=[O:21])[CH2:2][CH2:3][CH2:4][CH2:5][CH2:6][CH2:7][CH2:8]/[CH:9]=[CH:10]\[CH2:11][CH:12]=[CH:13][CH2:14][CH:15]=[CH:16][CH2:17][CH3:18]. (2) Given the reactants Br[C:2]1[C:3]2[CH2:12][CH2:11][CH2:10][C:4]=2[C:5](=[O:9])[N:6]([CH3:8])[CH:7]=1.[CH:13]1([CH2:16][O:17][C:18]2[CH:23]=[CH:22][C:21]([S:24]([CH3:27])(=[O:26])=[O:25])=[CH:20][C:19]=2B2OC(C)(C)C(C)(C)O2)[CH2:15][CH2:14]1.C([O-])([O-])=O.[K+].[K+].CC(=O)OCC, predict the reaction product. The product is: [CH:13]1([CH2:16][O:17][C:18]2[CH:23]=[CH:22][C:21]([S:24]([CH3:27])(=[O:26])=[O:25])=[CH:20][C:19]=2[C:2]2[C:3]3[CH2:12][CH2:11][CH2:10][C:4]=3[C:5](=[O:9])[N:6]([CH3:8])[CH:7]=2)[CH2:14][CH2:15]1. (3) Given the reactants [CH:1]1([CH:7]([OH:9])[CH3:8])[CH2:6][CH2:5][CH2:4][CH2:3][CH2:2]1.[H-].[Na+].Cl[C:13]1[CH:14]=[CH:15][C:16]2[CH2:17][N:18]([C:24]([O:26][C:27]([CH3:30])([CH3:29])[CH3:28])=[O:25])[CH2:19][CH2:20][O:21][C:22]=2[N:23]=1.O, predict the reaction product. The product is: [CH:1]1([CH:7]([O:9][C:13]2[CH:14]=[CH:15][C:16]3[CH2:17][N:18]([C:24]([O:26][C:27]([CH3:30])([CH3:29])[CH3:28])=[O:25])[CH2:19][CH2:20][O:21][C:22]=3[N:23]=2)[CH3:8])[CH2:6][CH2:5][CH2:4][CH2:3][CH2:2]1.